The task is: Predict the product of the given reaction.. This data is from Forward reaction prediction with 1.9M reactions from USPTO patents (1976-2016). (1) Given the reactants [C:1]([O:5][C:6]([NH:8][C@H:9]([C:16]([O:18][CH3:19])=[O:17])[CH2:10][CH2:11][C:12]([O:14][CH3:15])=[O:13])=[O:7])([CH3:4])([CH3:3])[CH3:2].[CH2:20](Br)[C:21]1[CH:26]=[CH:25][CH:24]=[CH:23][CH:22]=1, predict the reaction product. The product is: [CH2:20]([CH:11]([C:12]([O:14][CH3:15])=[O:13])[CH2:10][C@@H:9]([C:16]([O:18][CH3:19])=[O:17])[NH:8][C:6]([O:5][C:1]([CH3:4])([CH3:3])[CH3:2])=[O:7])[C:21]1[CH:26]=[CH:25][CH:24]=[CH:23][CH:22]=1. (2) Given the reactants [Br:1][C:2]1[CH:3]=[C:4]([CH:8]=[CH:9][C:10]=1[F:11])[C:5]([OH:7])=O.CN(C)CCCN=C=NCC.ON1C(=O)CCC1=O.[CH2:31]([NH:34][CH2:35][CH2:36][CH3:37])[CH2:32][CH3:33].C(N(CC)CC)C, predict the reaction product. The product is: [Br:1][C:2]1[CH:3]=[C:4]([CH:8]=[CH:9][C:10]=1[F:11])[C:5]([N:34]([CH2:35][CH2:36][CH3:37])[CH2:31][CH2:32][CH3:33])=[O:7].